This data is from Peptide-MHC class I binding affinity with 185,985 pairs from IEDB/IMGT. The task is: Regression. Given a peptide amino acid sequence and an MHC pseudo amino acid sequence, predict their binding affinity value. This is MHC class I binding data. The peptide sequence is WMACHSAAF. The MHC is HLA-B08:01 with pseudo-sequence HLA-B08:01. The binding affinity (normalized) is 0.597.